Predict the reactants needed to synthesize the given product. From a dataset of Full USPTO retrosynthesis dataset with 1.9M reactions from patents (1976-2016). Given the product [N:17]1[CH:16]=[CH:15][C:14]2[C:18]=1[C:19]1=[CH:20][CH:26]=[CH:25][O:27][C:11]1=[CH:12][CH:13]=2, predict the reactants needed to synthesize it. The reactants are: C(OC([C:11]1[C:19]([CH3:20])=[C:18]2[C:14]([C:15](CCO)=[CH:16][NH:17]2)=[C:13](Br)[CH:12]=1)=O)C1C=CC=CC=1.[CH2:25]([O:27]C(=O)C(=O)CCC)[CH3:26].B(F)(F)F.O(CC)CC.